From a dataset of Catalyst prediction with 721,799 reactions and 888 catalyst types from USPTO. Predict which catalyst facilitates the given reaction. (1) Reactant: [Br:1][C:2]1[CH:7]=[CH:6][C:5]([C:8](=[O:10])[CH3:9])=[C:4]([OH:11])[CH:3]=1.[H-].[Na+].Br[CH2:15][C:16]([O:18][CH3:19])=[O:17].CO. Product: [C:8]([C:5]1[CH:6]=[CH:7][C:2]([Br:1])=[CH:3][C:4]=1[O:11][CH2:15][C:16]([O:18][CH3:19])=[O:17])(=[O:10])[CH3:9]. The catalyst class is: 9. (2) Reactant: [CH3:1][O:2][C:3](=[O:13])[CH2:4][CH2:5][C:6]1[CH:7]=[N:8][CH:9]=[C:10](Br)[CH:11]=1.[Cl:14][C:15]1[C:20]([Cl:21])=[CH:19][CH:18]=[CH:17][C:16]=1B(O)O.C(Cl)Cl.C([O-])([O-])=O.[Na+].[Na+]. Product: [CH3:1][O:2][C:3](=[O:13])[CH2:4][CH2:5][C:6]1[CH:7]=[N:8][CH:9]=[C:10]([C:19]2[CH:18]=[CH:17][CH:16]=[C:15]([Cl:14])[C:20]=2[Cl:21])[CH:11]=1. The catalyst class is: 151. (3) Reactant: [CH2:1]([C:8]1[CH:13]=[CH:12][CH:11]=[CH:10][C:9]=1[S:14][CH2:15][C:16]([OH:33])([CH3:32])[C:17]([NH:19][C:20]1[CH:25]=[CH:24][C:23]([C:26]#[N:27])=[C:22]([C:28]([F:31])([F:30])[F:29])[CH:21]=1)=[O:18])[C:2]1[CH:7]=[CH:6][CH:5]=[CH:4][CH:3]=1.OO.FC(F)(F)C(OC(=O)C(F)(F)F)=[O:39].[OH2:49]. The catalyst class is: 614. Product: [CH2:1]([C:8]1[CH:13]=[CH:12][CH:11]=[CH:10][C:9]=1[S:14]([CH2:15][C:16]([OH:33])([CH3:32])[C:17]([NH:19][C:20]1[CH:25]=[CH:24][C:23]([C:26]#[N:27])=[C:22]([C:28]([F:31])([F:29])[F:30])[CH:21]=1)=[O:18])(=[O:39])=[O:49])[C:2]1[CH:7]=[CH:6][CH:5]=[CH:4][CH:3]=1.